The task is: Regression. Given a peptide amino acid sequence and an MHC pseudo amino acid sequence, predict their binding affinity value. This is MHC class II binding data.. This data is from Peptide-MHC class II binding affinity with 134,281 pairs from IEDB. The peptide sequence is PTSLLISWGHYPLHL. The MHC is DRB1_0404 with pseudo-sequence DRB1_0404. The binding affinity (normalized) is 0.504.